This data is from Full USPTO retrosynthesis dataset with 1.9M reactions from patents (1976-2016). The task is: Predict the reactants needed to synthesize the given product. (1) Given the product [Br:1][C:2]1[CH:7]=[CH:6][C:5]2[N:8]=[N:10][NH:9][C:4]=2[CH:3]=1, predict the reactants needed to synthesize it. The reactants are: [Br:1][C:2]1[CH:3]=[C:4]([NH2:9])[C:5]([NH2:8])=[CH:6][CH:7]=1.[N:10]([O-])=O.[Na+]. (2) Given the product [Cl:14][C:10]1[CH:9]=[C:8]([C:6]2[N:5]=[C:4]([CH2:15][CH3:16])[N:3]=[C:2]([NH:17][C:18]3[CH:26]=[CH:25][C:21]([CH2:22][CH2:23][OH:24])=[CH:20][CH:19]=3)[CH:7]=2)[CH:13]=[CH:12][CH:11]=1, predict the reactants needed to synthesize it. The reactants are: Cl[C:2]1[CH:7]=[C:6]([C:8]2[CH:13]=[CH:12][CH:11]=[C:10]([Cl:14])[CH:9]=2)[N:5]=[C:4]([CH2:15][CH3:16])[N:3]=1.[NH2:17][C:18]1[CH:26]=[CH:25][C:21]([CH2:22][CH2:23][OH:24])=[CH:20][CH:19]=1.Cl.O1CCOCC1.C(=O)(O)[O-].[Na+]. (3) Given the product [CH2:1]([C:8]1[N:12]([C:13]2[CH:18]=[CH:17][CH:16]=[CH:15][C:14]=2[F:19])[N:11]=[N:10][C:9]=1[C:20]1[O:22][N:33]=[C:30]([C:25]2[CH:26]=[CH:27][CH:28]=[CH:29][C:24]=2[F:23])[N:31]=1)[C:2]1[CH:3]=[CH:4][CH:5]=[CH:6][CH:7]=1, predict the reactants needed to synthesize it. The reactants are: [CH2:1]([C:8]1[N:12]([C:13]2[CH:18]=[CH:17][CH:16]=[CH:15][C:14]=2[F:19])[N:11]=[N:10][C:9]=1[C:20]([OH:22])=O)[C:2]1[CH:7]=[CH:6][CH:5]=[CH:4][CH:3]=1.[F:23][C:24]1[CH:29]=[CH:28][CH:27]=[CH:26][C:25]=1[C:30](=[NH:33])[NH:31]O. (4) Given the product [C:15]1([C@@H:21]([NH:23][C:4]([C:6]2[S:7][C:8]3[CH:9]=[N:10][CH:11]=[CH:12][C:13]=3[N:14]=2)=[O:5])[CH3:22])[CH:20]=[CH:19][CH:18]=[CH:17][CH:16]=1, predict the reactants needed to synthesize it. The reactants are: C(O[C:4]([C:6]1[S:7][C:8]2[CH:9]=[N:10][CH:11]=[CH:12][C:13]=2[N:14]=1)=[O:5])C.[C:15]1([C@@H:21]([NH2:23])[CH3:22])[CH:20]=[CH:19][CH:18]=[CH:17][CH:16]=1.C[Al](C)C.CCCCCC. (5) Given the product [Cl:1][C:2]1[CH:11]=[CH:10][C:9]([NH:12][S:26]([C:17]2[CH:18]=[CH:19][C:20]([C:22]([F:24])([F:25])[F:23])=[CH:21][C:16]=2[N+:13]([O-:15])=[O:14])(=[O:27])=[O:28])=[C:8]2[C:3]=1[CH:4]=[CH:5][CH:6]=[N:7]2, predict the reactants needed to synthesize it. The reactants are: [Cl:1][C:2]1[CH:11]=[CH:10][C:9]([NH2:12])=[C:8]2[C:3]=1[CH:4]=[CH:5][CH:6]=[N:7]2.[N+:13]([C:16]1[CH:21]=[C:20]([C:22]([F:25])([F:24])[F:23])[CH:19]=[CH:18][C:17]=1[S:26](Cl)(=[O:28])=[O:27])([O-:15])=[O:14]. (6) Given the product [F:34][C:35]([F:48])([F:47])[S:36]([O:1][C:2]1[CH:16]=[CH:15][CH:14]=[CH:13][C:3]=1[C:4]([C:6]1[CH:11]=[CH:10][CH:9]=[CH:8][C:7]=1[O:12][S:36]([C:35]([F:34])([F:47])[F:48])(=[O:37])=[O:38])=[O:5])(=[O:38])=[O:37], predict the reactants needed to synthesize it. The reactants are: [OH:1][C:2]1[CH:16]=[CH:15][CH:14]=[CH:13][C:3]=1[C:4]([C:6]1[CH:11]=[CH:10][CH:9]=[CH:8][C:7]=1[OH:12])=[O:5].CN(C1C=CC=CN=1)C.N1C(C)=CC=CC=1C.[F:34][C:35]([F:48])([F:47])[S:36](O[S:36]([C:35]([F:48])([F:47])[F:34])(=[O:38])=[O:37])(=[O:38])=[O:37]. (7) Given the product [CH2:1]([C:5]1[N:9]=[C:8]([CH2:10][CH2:11][CH2:12][NH2:13])[N:7]([CH2:21][C:22]2[CH:27]=[CH:26][C:25]([C:28]3[CH:33]=[CH:32][CH:31]=[CH:30][C:29]=3[C:34]3[NH:38][N:37]=[N:36][N:35]=3)=[CH:24][CH:23]=2)[N:6]=1)[CH2:2][CH2:3][CH3:4], predict the reactants needed to synthesize it. The reactants are: [CH2:1]([C:5]1[N:9]=[C:8]([CH2:10][CH2:11][CH2:12][NH:13]C(OC(C)(C)C)=O)[N:7]([CH2:21][C:22]2[CH:27]=[CH:26][C:25]([C:28]3[CH:33]=[CH:32][CH:31]=[CH:30][C:29]=3[C:34]3[NH:38][N:37]=[N:36][N:35]=3)=[CH:24][CH:23]=2)[N:6]=1)[CH2:2][CH2:3][CH3:4]. (8) Given the product [CH3:1][O:2][C:3]1[CH:4]=[C:5]([N:18]2[CH:22]=[CH:21][CH:20]=[N:19]2)[CH:6]=[CH:7][C:8]=1[C:24]1[S:25][C:26]([CH2:29][CH:30]2[CH2:35][C:34]([CH3:37])([CH3:36])[NH:33][C:32]([CH3:39])([CH3:38])[CH2:31]2)=[N:27][N:28]=1, predict the reactants needed to synthesize it. The reactants are: [CH3:1][O:2][C:3]1[CH:4]=[C:5]([N:18]2[CH:22]=[CH:21][CH:20]=[N:19]2)[CH:6]=[CH:7][C:8]=1B1OC(C)(C)C(C)(C)O1.Br[C:24]1[S:25][C:26]([CH2:29][CH:30]2[CH2:35][C:34]([CH3:37])([CH3:36])[NH:33][C:32]([CH3:39])([CH3:38])[CH2:31]2)=[N:27][N:28]=1.C([O-])([O-])=O.[Na+].[Na+].